The task is: Predict which catalyst facilitates the given reaction.. This data is from Catalyst prediction with 721,799 reactions and 888 catalyst types from USPTO. Reactant: [Cl:1][C:2]1[C:3]2[C:10]([C:11]([F:14])([F:13])[F:12])=[CH:9][NH:8][C:4]=2[N:5]=[CH:6][N:7]=1.C([O-])([O-])=O.[K+].[K+].Br[CH2:22][CH:23]1[CH2:28][CH2:27][N:26]([C:29]([O:31][C:32]([CH3:35])([CH3:34])[CH3:33])=[O:30])[CH2:25][CH2:24]1. Product: [Cl:1][C:2]1[C:3]2[C:10]([C:11]([F:14])([F:12])[F:13])=[CH:9][N:8]([CH2:22][CH:23]3[CH2:28][CH2:27][N:26]([C:29]([O:31][C:32]([CH3:33])([CH3:35])[CH3:34])=[O:30])[CH2:25][CH2:24]3)[C:4]=2[N:5]=[CH:6][N:7]=1. The catalyst class is: 3.